This data is from M1 muscarinic receptor antagonist screen with 61,756 compounds. The task is: Binary Classification. Given a drug SMILES string, predict its activity (active/inactive) in a high-throughput screening assay against a specified biological target. (1) The compound is OC1(CCCCC1)C#Cc1ccc(C(=O)N2CCN(CC2)C(OCC)=O)cc1. The result is 0 (inactive). (2) The compound is Clc1ccc(c2oc(NC(=O)c3ccc(cc3)C(=O)C)nn2)cc1. The result is 0 (inactive). (3) The compound is Clc1ccc(N(CC(=O)NC(C)(C)C)C(=O)CS(=O)CC(=O)Nc2ccc(F)cc2)cc1. The result is 0 (inactive). (4) The molecule is s1c2c(nc1C)cc(cc2)CO. The result is 0 (inactive). (5) The molecule is Fc1cc(Nc2n3ncnc3nc(c2)C)ccc1C. The result is 0 (inactive). (6) The drug is S(=O)(=O)(n1c2c(nc1C)cccc2)c1ccc(OCC)cc1. The result is 1 (active). (7) The molecule is S(=O)(=O)(N1CCCC1)c1ccc(Oc2c(OC)cccc2)cc1. The result is 0 (inactive).